This data is from Catalyst prediction with 721,799 reactions and 888 catalyst types from USPTO. The task is: Predict which catalyst facilitates the given reaction. Reactant: [O:1]1[C:6]2[CH:7]=[CH:8][C:9]([NH2:11])=[CH:10][C:5]=2[O:4][CH2:3][CH2:2]1.C[Si]([N-][Si](C)(C)C)(C)C.[Na+].[F:22][C:23]1[CH:30]=[CH:29][C:26]([C:27]#[N:28])=[CH:25][CH:24]=1.ClCCl. Product: [O:1]1[C:6]2[CH:7]=[CH:8][C:9]([NH:11][C:27]([C:26]3[CH:29]=[CH:30][C:23]([F:22])=[CH:24][CH:25]=3)=[NH:28])=[CH:10][C:5]=2[O:4][CH2:3][CH2:2]1. The catalyst class is: 334.